This data is from Reaction yield outcomes from USPTO patents with 853,638 reactions. The task is: Predict the reaction yield, written as a fraction of the theoretical maximum amount of product (1.0 means a 100% yield; for example, 0.34 means a 34% yield). (1) The reactants are [C:1]([O:5][C:6]([N:8]1[CH2:14][CH2:13][CH2:12][N:11]([C:15]2[CH:16]=[N:17][C:18]([N+:21]([O-])=O)=[CH:19][CH:20]=2)[CH2:10][CH2:9]1)=[O:7])([CH3:4])([CH3:3])[CH3:2].[H][H]. The catalyst is [Pd]. The product is [C:1]([O:5][C:6]([N:8]1[CH2:14][CH2:13][CH2:12][N:11]([C:15]2[CH:16]=[N:17][C:18]([NH2:21])=[CH:19][CH:20]=2)[CH2:10][CH2:9]1)=[O:7])([CH3:4])([CH3:2])[CH3:3]. The yield is 0.980. (2) The reactants are FC(F)(F)C(O)=O.[Cl:8][C:9]1[CH:14]=[CH:13][C:12]([C:15]2([C:35]#[N:36])[CH:19]([CH2:20][C:21]([CH3:24])([CH3:23])[CH3:22])[NH:18][CH:17]([C:25]([OH:27])=O)[CH:16]2[C:28]2[CH:33]=[CH:32][CH:31]=[C:30]([F:34])[CH:29]=2)=[C:11]([F:37])[CH:10]=1.CC1(C)[O:43][C@@H:42]([CH2:44][CH2:45][NH2:46])[CH2:41][O:40]1.CN(C(ON1N=NC2C=CC=NC1=2)=[N+](C)C)C.F[P-](F)(F)(F)(F)F.CCN(C(C)C)C(C)C.Cl. The catalyst is C(Cl)Cl.O1CCCC1. The product is [OH:43][C@H:42]([CH2:41][OH:40])[CH2:44][CH2:45][NH:46][C:25]([CH:17]1[CH:16]([C:28]2[CH:33]=[CH:32][CH:31]=[C:30]([F:34])[CH:29]=2)[C:15]([C:12]2[CH:13]=[CH:14][C:9]([Cl:8])=[CH:10][C:11]=2[F:37])([C:35]#[N:36])[CH:19]([CH2:20][C:21]([CH3:24])([CH3:23])[CH3:22])[NH:18]1)=[O:27]. The yield is 0.480. (3) The reactants are [Li].[CH3:2][Si:3]([CH3:6])([CH3:5])Cl.[N:7]1[CH:12]=[C:11]([C@@H:13]2[CH2:18][CH2:17][CH2:16][N:14]2[CH3:15])[CH:10]=[CH:9][CH:8]=1. The catalyst is C1COCC1. The product is [CH3:15][N:14]1[CH2:16][CH2:17][CH2:18][CH:13]1[C:11]1[CH:10]([Si:3]([CH3:6])([CH3:5])[CH3:2])[CH:9]=[CH:8][N:7]([Si:3]([CH3:6])([CH3:5])[CH3:2])[CH:12]=1. The yield is 0.710. (4) The reactants are [C:1]([O:5][C:6]([N:8]1[CH2:13][CH2:12][CH:11]([CH2:14][CH2:15][N:16]2[CH2:21][CH2:20][N:19]([C:22]3[CH:27]=[CH:26][C:25]([S:28][CH3:29])=[CH:24][CH:23]=3)[C:18](=[O:30])[CH2:17]2)[CH2:10][CH2:9]1)=[O:7])([CH3:4])([CH3:3])[CH3:2].N(CCCC)(CCCC)CCCC.OO.[OH2:46].[OH:47]O.[O-]S([O-])=O.[Na+].[Na+]. The catalyst is C1(C)C=CC=CC=1.C(O)(=O)C. The product is [C:1]([O:5][C:6]([N:8]1[CH2:13][CH2:12][CH:11]([CH2:14][CH2:15][N:16]2[CH2:21][CH2:20][N:19]([C:22]3[CH:23]=[CH:24][C:25]([S:28]([CH3:29])(=[O:47])=[O:46])=[CH:26][CH:27]=3)[C:18](=[O:30])[CH2:17]2)[CH2:10][CH2:9]1)=[O:7])([CH3:3])([CH3:4])[CH3:2]. The yield is 0.170. (5) The product is [C:23]1([C:13]2[CH2:14][CH2:15][CH2:16][C:17]3[CH:22]=[CH:21][CH:20]=[CH:19][C:18]=3[C:12]=2[C:9]2[CH:8]=[CH:7][C:6]([CH:5]=[CH:4][C:3]([OH:29])=[O:2])=[CH:11][CH:10]=2)[CH:28]=[CH:27][CH:26]=[CH:25][CH:24]=1. The yield is 0.960. The catalyst is CO.C1COCC1. The reactants are C[O:2][C:3](=[O:29])[CH:4]=[CH:5][C:6]1[CH:11]=[CH:10][C:9]([C:12]2[C:18]3[CH:19]=[CH:20][CH:21]=[CH:22][C:17]=3[CH2:16][CH2:15][CH2:14][C:13]=2[C:23]2[CH:28]=[CH:27][CH:26]=[CH:25][CH:24]=2)=[CH:8][CH:7]=1.[OH-].[K+]. (6) The reactants are Cl.[CH3:2][O:3][C:4]1[C:9]([C:10](Cl)=[O:11])=[C:8]([CH3:13])[N:7]=[C:6]([O:14][CH3:15])[CH:5]=1.[OH-].[NH4+:17]. The catalyst is ClCCl. The product is [CH3:2][O:3][C:4]1[C:9]([C:10]([NH2:17])=[O:11])=[C:8]([CH3:13])[N:7]=[C:6]([O:14][CH3:15])[CH:5]=1. The yield is 0.520. (7) The reactants are [Cl:1][C:2]1[C:7]([OH:8])=[C:6]([N+:9]([O-:11])=[O:10])[CH:5]=[CH:4][N:3]=1.[CH3:12][Si](C=[N+]=[N-])(C)C. The catalyst is C(#N)C.CO. The product is [Cl:1][C:2]1[C:7]([O:8][CH3:12])=[C:6]([N+:9]([O-:11])=[O:10])[CH:5]=[CH:4][N:3]=1. The yield is 0.680. (8) The catalyst is C(OOC(=O)C1C=CC=CC=1)(=O)C1C=CC=CC=1.C1(C)C=CC=CC=1. The reactants are C(OCC)(=O)C.[BrH:7].[Br:8][C:9]1[CH:14]=[CH:13][C:12]([CH2:15][CH2:16][CH:17]=[CH2:18])=[CH:11][CH:10]=1. The yield is 0.960. The product is [Br:8][C:9]1[CH:14]=[CH:13][C:12]([CH2:15][CH2:16][CH2:17][CH2:18][Br:7])=[CH:11][CH:10]=1.